Dataset: Forward reaction prediction with 1.9M reactions from USPTO patents (1976-2016). Task: Predict the product of the given reaction. (1) Given the reactants [N:1]1[CH:6]=[CH:5][C:4]([CH2:7][C:8]([C:10]2[CH:15]=[CH:14][C:13]([O:16][CH2:17][C:18]3[CH:27]=[CH:26][C:25]4[C:20](=[CH:21]C=CC=4)N=3)=[CH:12][CH:11]=2)=[O:9])=[CH:3][CH:2]=1.C(OC1C=CC(C(N(OC)C)=O)=C([F:48])C=1)C1C=CC=CC=1, predict the reaction product. The product is: [CH2:17]([O:16][C:13]1[CH:12]=[CH:11][C:10]([C:8](=[O:9])[CH2:7][C:4]2[CH:3]=[CH:2][N:1]=[CH:6][CH:5]=2)=[C:15]([F:48])[CH:14]=1)[C:18]1[CH:27]=[CH:26][CH:25]=[CH:20][CH:21]=1. (2) Given the reactants B(F)(F)F.CCOCC.[NH2:10][C:11]1[N:16]=[CH:15][C:14]([C:17]2[CH:18]=[C:19]([C:24]([N:26]3[CH2:31][CH2:30][O:29][CH2:28][CH2:27]3)=O)[CH:20]=[C:21]([Cl:23])[CH:22]=2)=[CH:13][C:12]=1[C:32]1[N:33]=[N:34][N:35]([CH:37]([CH3:39])[CH3:38])[CH:36]=1.[BH4-].[Na+].CO, predict the reaction product. The product is: [Cl:23][C:21]1[CH:22]=[C:17]([C:14]2[CH:13]=[C:12]([C:32]3[N:33]=[N:34][N:35]([CH:37]([CH3:39])[CH3:38])[CH:36]=3)[C:11]([NH2:10])=[N:16][CH:15]=2)[CH:18]=[C:19]([CH2:24][N:26]2[CH2:27][CH2:28][O:29][CH2:30][CH2:31]2)[CH:20]=1. (3) Given the reactants [CH3:1][NH:2][C:3]([C@H:5]([NH:10][C:11](=[O:17])[O:12][C:13]([CH3:16])([CH3:15])[CH3:14])[CH2:6][CH2:7][S:8][CH3:9])=[O:4].[CH3:18][I:19], predict the reaction product. The product is: [I-:19].[CH3:15][C:13]([CH3:14])([O:12][C:11]([NH:10][C@@H:5]([C:3]([NH:2][CH3:1])=[O:4])[CH2:6][CH2:7][S+:8]([CH3:18])[CH3:9])=[O:17])[CH3:16]. (4) Given the reactants Br[C:2]1[C:3]([F:11])=[CH:4][C:5]([F:10])=[C:6]([CH:9]=1)[CH2:7][NH2:8].[N:12]1[CH:17]=[CH:16][C:15](B(O)O)=[CH:14][CH:13]=1.C(=O)(O)[O-].[Na+], predict the reaction product. The product is: [F:10][C:5]1[CH:4]=[C:3]([F:11])[C:2]([C:15]2[CH:16]=[CH:17][N:12]=[CH:13][CH:14]=2)=[CH:9][C:6]=1[CH2:7][NH2:8]. (5) The product is: [CH2:1]([O:8][C:9]([N:11]1[CH2:16][CH2:15][N:14]([C:21]([O:23][CH3:24])=[O:22])[C@H:13]([C:17]([OH:19])=[O:18])[CH2:12]1)=[O:10])[C:2]1[CH:7]=[CH:6][CH:5]=[CH:4][CH:3]=1. Given the reactants [CH2:1]([O:8][C:9]([N:11]1[CH2:16][CH2:15][NH:14][C@H:13]([C:17]([OH:19])=[O:18])[CH2:12]1)=[O:10])[C:2]1[CH:7]=[CH:6][CH:5]=[CH:4][CH:3]=1.Cl[C:21]([O:23][CH3:24])=[O:22], predict the reaction product. (6) Given the reactants [CH3:1][C:2]1[N:6]([CH:7]([CH3:9])[CH3:8])[C:5]([C:10]2[CH:15]=[CH:14][N:13]=[C:12]([NH:16][CH:17]3[CH2:22][CH2:21][NH:20][CH2:19][CH2:18]3)[N:11]=2)=[CH:4][N:3]=1.[C:23](OC(=O)C)(=[O:25])[CH3:24], predict the reaction product. The product is: [CH3:1][C:2]1[N:6]([CH:7]([CH3:9])[CH3:8])[C:5]([C:10]2[CH:15]=[CH:14][N:13]=[C:12]([NH:16][CH:17]3[CH2:18][CH2:19][N:20]([C:23](=[O:25])[CH3:24])[CH2:21][CH2:22]3)[N:11]=2)=[CH:4][N:3]=1. (7) Given the reactants [C:1]([O:5][C:6]([NH:8][C@H:9]([CH2:29][C:30]1[CH:35]=[C:34]([F:36])[C:33]([F:37])=[CH:32][C:31]=1[F:38])[CH2:10][C:11]([N:13]1[CH2:18][CH2:17][N:16]2[C:19]([C:25]([F:28])([F:27])[F:26])=[N:20][C:21]([C:22]([OH:24])=[O:23])=[C:15]2[CH2:14]1)=[O:12])=[O:7])([CH3:4])([CH3:3])[CH3:2].ON1C2C=CC=CC=2N=N1.Cl.CN(C)CCCN=C=NCC.[CH2:61](O)[C:62]1[CH:67]=[CH:66][CH:65]=[CH:64][CH:63]=1, predict the reaction product. The product is: [CH2:61]([O:23][C:22]([C:21]1[N:20]=[C:19]([C:25]([F:27])([F:28])[F:26])[N:16]2[CH2:17][CH2:18][N:13]([C:11](=[O:12])[CH2:10][C@H:9]([NH:8][C:6]([O:5][C:1]([CH3:4])([CH3:2])[CH3:3])=[O:7])[CH2:29][C:30]3[CH:35]=[C:34]([F:36])[C:33]([F:37])=[CH:32][C:31]=3[F:38])[CH2:14][C:15]=12)=[O:24])[C:62]1[CH:67]=[CH:66][CH:65]=[CH:64][CH:63]=1. (8) Given the reactants C(OC(=O)[NH:7][C@H:8]([CH2:20][CH:21]1[CH2:26][CH2:25][CH2:24][CH2:23][CH2:22]1)[C:9]([NH:11][C:12]1[C:17](Br)=[N:16][C:15](Br)=[CH:14][N:13]=1)=[O:10])(C)(C)C.C(OC(N[C@H]([CH2:40][CH:41]1[CH2:46][CH2:45][CH2:44][CH2:43][CH2:42]1)C(O)=O)=O)(C)(C)C.[C:47]([N:54]1C=CN=C1)([N:49]1C=CN=C1)=O.BrC1C(N)=[N:62]C=C(Br)N=1.C(N(C(C)C)CC)(C)C, predict the reaction product. The product is: [N:49]1[N:62]=[C:40]([C:41]2[CH:42]=[CH:43][C:44]([C:15]3[N:16]=[C:17]4[NH:7][C@H:8]([CH2:20][CH:21]5[CH2:22][CH2:23][CH2:24][CH2:25][CH2:26]5)[C:9](=[O:10])[NH:11][C:12]4=[N:13][CH:14]=3)=[CH:45][CH:46]=2)[NH:54][CH:47]=1. (9) Given the reactants O1C=CC(C[N:7]2[CH2:12][CH2:11][CH:10]([CH:13]3[C:26]4[CH:25]=[CH:24][C:23]([C:27]5[CH:32]=[CH:31][N:30]=[CH:29][CH:28]=5)=[CH:22][C:21]=4[O:20][C:19]4[C:14]3=[CH:15][CH:16]=[CH:17][CH:18]=4)[CH2:9][CH2:8]2)=C1.C(N(CC)C(C1C=CC2C(C3CCNCC3)C3C(OC=2C=1)=CC=CC=3)=O)C.[CH:60]1[CH:65]=[C:64]([CH:66]=O)[N:63]=[CH:62][CH:61]=1.O1C=CC(C=O)=C1, predict the reaction product. The product is: [N:63]1[CH:62]=[CH:61][CH:60]=[CH:65][C:64]=1[CH2:66][N:7]1[CH2:8][CH2:9][CH:10]([CH:13]2[C:26]3[CH:25]=[CH:24][C:23]([C:27]4[CH:32]=[CH:31][N:30]=[CH:29][CH:28]=4)=[CH:22][C:21]=3[O:20][C:19]3[C:14]2=[CH:15][CH:16]=[CH:17][CH:18]=3)[CH2:11][CH2:12]1. (10) Given the reactants [ClH:1].[CH3:2][N:3]1[C:7]2[CH2:8][CH2:9][N:10](C(OC(C)(C)C)=O)[CH2:11][CH2:12][C:6]=2[C:5]2[CH:20]=[CH:21][C:22]([N:24]3[CH:29]=[CH:28][C:27]([C:30]4[N:31]=[N:32][C:33]([C:36]([F:39])([F:38])[F:37])=[CH:34][CH:35]=4)=[CH:26][C:25]3=[O:40])=[N:23][C:4]1=2, predict the reaction product. The product is: [ClH:1].[CH3:2][N:3]1[C:7]2[CH2:8][CH2:9][NH:10][CH2:11][CH2:12][C:6]=2[C:5]2[CH:20]=[CH:21][C:22]([N:24]3[CH:29]=[CH:28][C:27]([C:30]4[N:31]=[N:32][C:33]([C:36]([F:39])([F:38])[F:37])=[CH:34][CH:35]=4)=[CH:26][C:25]3=[O:40])=[N:23][C:4]1=2.